This data is from Full USPTO retrosynthesis dataset with 1.9M reactions from patents (1976-2016). The task is: Predict the reactants needed to synthesize the given product. (1) Given the product [C:50]([C:46]1[CH:45]=[C:44]([C:26]2[C:22]([C:18]3[C:17]([F:42])=[C:16]([N:12]([CH2:13][O:14][CH3:15])[S:9]([C:3]4[CH:4]=[C:5]([F:8])[CH:6]=[CH:7][C:2]=4[F:1])(=[O:11])=[O:10])[CH:21]=[CH:20][CH:19]=3)=[N:23][N:24]([CH:36]3[CH2:37][CH2:38][O:39][CH2:40][CH2:41]3)[CH:25]=2)[CH:49]=[CH:48][N:47]=1)#[N:51], predict the reactants needed to synthesize it. The reactants are: [F:1][C:2]1[CH:7]=[CH:6][C:5]([F:8])=[CH:4][C:3]=1[S:9]([N:12]([C:16]1[CH:21]=[CH:20][CH:19]=[C:18]([C:22]2[C:26](B3OC(C)(C)C(C)(C)O3)=[CH:25][N:24]([CH:36]3[CH2:41][CH2:40][O:39][CH2:38][CH2:37]3)[N:23]=2)[C:17]=1[F:42])[CH2:13][O:14][CH3:15])(=[O:11])=[O:10].Br[C:44]1[CH:49]=[CH:48][N:47]=[C:46]([C:50]#[N:51])[CH:45]=1.C(=O)([O-])[O-].[Cs+].[Cs+]. (2) Given the product [CH3:1][C:2]1([CH3:19])[CH2:7][O:6][CH:5]([CH2:8][O:9][C:10]2[CH:15]=[CH:14][N:13]=[C:12]([CH2:17][OH:22])[C:11]=2[CH3:18])[O:4][CH2:3]1, predict the reactants needed to synthesize it. The reactants are: [CH3:1][C:2]1([CH3:19])[CH2:7][O:6][CH:5]([CH2:8][O:9][C:10]2[CH:15]=[CH:14][N+:13]([O-])=[C:12]([CH3:17])[C:11]=2[CH3:18])[O:4][CH2:3]1.C(OC(=O)C)(=[O:22])C.[OH-].[Na+]. (3) Given the product [CH2:23]([NH:22][CH2:21][C:18]1[S:19][CH:20]=[C:16]([C:3]2[CH:4]=[CH:5][C:6]3[S:7][C:8]4[C:13](=[CH:12][CH:11]=[CH:10][CH:9]=4)[NH:14][C:15]=3[CH:2]=2)[N:17]=1)[C:24]([CH3:27])([CH3:26])[CH3:25], predict the reactants needed to synthesize it. The reactants are: Cl.[CH:2]1[C:15]2[NH:14][C:13]3[C:8](=[CH:9][CH:10]=[CH:11][CH:12]=3)[S:7][C:6]=2[CH:5]=[CH:4][C:3]=1[C:16]1[N:17]=[C:18]([CH2:21][NH2:22])[S:19][CH:20]=1.[CH3:23][C:24]([CH:27]=O)([CH3:26])[CH3:25].C(=O)CC.